The task is: Predict the product of the given reaction.. This data is from Forward reaction prediction with 1.9M reactions from USPTO patents (1976-2016). (1) Given the reactants Cl[C:2]1[CH:7]=[C:6]([Cl:8])[CH:5]=[CH:4][N:3]=1.[C:9]1(B(O)O)[CH:14]=[CH:13][CH:12]=[CH:11][CH:10]=1.C(=O)([O-])[O-].[K+].[K+].C(COC)OC, predict the reaction product. The product is: [C:9]1([C:2]2[CH:7]=[C:6]([Cl:8])[CH:5]=[CH:4][N:3]=2)[CH:14]=[CH:13][CH:12]=[CH:11][CH:10]=1. (2) Given the reactants [CH3:1][O:2][CH2:3][C:4]1[NH:8][C:7]2[CH:9]=[CH:10][CH:11]=[CH:12][C:6]=2[N:5]=1.Br[CH2:14][C:15]1[CH:34]=[CH:33][C:18]2/[C:19](=[C:29](/[CH3:32])\[C:30]#[N:31])/[C:20]3[CH:27]=[CH:26][C:25]([F:28])=[CH:24][C:21]=3[O:22][CH2:23][C:17]=2[CH:16]=1, predict the reaction product. The product is: [F:28][C:25]1[CH:26]=[CH:27][C:20]2=[C:21]([CH:24]=1)[O:22][CH2:23][C:17]1[CH:16]=[C:15]([CH2:14][N:8]3[C:7]4[CH:9]=[CH:10][CH:11]=[CH:12][C:6]=4[N:5]=[C:4]3[CH2:3][O:2][CH3:1])[CH:34]=[CH:33][C:18]=1/[C:19]/2=[C:29](/[CH3:32])\[C:30]#[N:31].